Predict the product of the given reaction. From a dataset of Forward reaction prediction with 1.9M reactions from USPTO patents (1976-2016). (1) Given the reactants C([O:3][C:4]([C@@:6]12[CH2:22][C@H:21]1[CH:20]=[CH:19][CH2:18][CH2:17][CH2:16][C@H:15](C(OC(C)(C)C)=O)[C:14](=[O:30])[N:13]1[C@@:9](N)([CH2:10][C@@H:11]([O:31][C:32]3[C:41]4[C:36](=[CH:37][C:38]([O:42][CH3:43])=[CH:39][CH:40]=4)[N:35]=[C:34]([C:44]4[CH:49]=[CH:48][CH:47]=[CH:46][CH:45]=4)[CH:33]=3)[CH2:12]1)[C:8](=[O:51])[NH:7]2)=[O:5])C.[Li+].[OH-:53], predict the reaction product. The product is: [C:6]([O:53][C:14]([NH:13][C@@H:15]1[C:14](=[O:30])[N:13]2[C@@H:9]([CH2:10][C@@H:11]([O:31][C:32]3[C:41]4[C:36](=[CH:37][C:38]([O:42][CH3:43])=[CH:39][CH:40]=4)[N:35]=[C:34]([C:44]4[CH:49]=[CH:48][CH:47]=[CH:46][CH:45]=4)[CH:33]=3)[CH2:12]2)[C:8](=[O:51])[NH:7][C@@:6]2([C:4]([OH:3])=[O:5])[C@@H:21]([CH2:22]2)[CH:20]=[CH:19][CH2:18][CH2:17][CH2:16]1)=[O:30])([CH3:22])([CH3:21])[CH3:4]. (2) Given the reactants [C:1]([O:5][C:6](=[O:15])[CH2:7]/[N:8]=[CH:9]/[CH2:10][C:11]([CH3:14])([CH3:13])[CH3:12])([CH3:4])([CH3:3])[CH3:2].[Cl:16][C:17]1[C:25]([F:26])=[C:24]2[C:20](/[C:21](=[CH:28]/[C:29]3[CH:34]=[CH:33][CH:32]=[C:31]([Cl:35])[C:30]=3[F:36])/[C:22](=[O:27])[NH:23]2)=[CH:19][CH:18]=1.C(N(CC)CC)C.C1CCN2C(=NCCC2)CC1, predict the reaction product. The product is: [C:1]([O:5][C:6]([CH:7]1[NH:8][CH:9]([CH2:10][C:11]([CH3:14])([CH3:13])[CH3:12])[C:21]2([C:20]3[C:24](=[C:25]([F:26])[C:17]([Cl:16])=[CH:18][CH:19]=3)[NH:23][C:22]2=[O:27])[CH:28]1[C:29]1[CH:34]=[CH:33][CH:32]=[C:31]([Cl:35])[C:30]=1[F:36])=[O:15])([CH3:4])([CH3:3])[CH3:2]. (3) Given the reactants [CH3:1][C:2]1[O:6][C:5]([C:7]2[CH:12]=[CH:11][CH:10]=[CH:9][CH:8]=2)=[N:4][C:3]=1[CH2:13][C:14]([OH:16])=[O:15].[CH2:17]([O:24][C:25](=[O:38])[C@@H:26]([O:35][CH2:36][CH3:37])[CH2:27][C:28]1[CH:33]=[CH:32][C:31](O)=[CH:30][CH:29]=1)[C:18]1[CH:23]=[CH:22][CH:21]=[CH:20][CH:19]=1.C(Cl)CCl.Cl, predict the reaction product. The product is: [CH2:17]([O:24][C:25](=[O:38])[C@@H:26]([O:35][CH2:36][CH3:37])[CH2:27][C:28]1[CH:33]=[CH:32][C:31]([O:15][C:14](=[O:16])[CH2:13][C:3]2[N:4]=[C:5]([C:7]3[CH:12]=[CH:11][CH:10]=[CH:9][CH:8]=3)[O:6][C:2]=2[CH3:1])=[CH:30][CH:29]=1)[C:18]1[CH:19]=[CH:20][CH:21]=[CH:22][CH:23]=1.